This data is from Forward reaction prediction with 1.9M reactions from USPTO patents (1976-2016). The task is: Predict the product of the given reaction. (1) Given the reactants [F:1][C:2]([F:34])([F:33])[C:3]1[CH:4]=[C:5]([CH:26]=[C:27]([C:29]([F:32])([F:31])[F:30])[CH:28]=1)[C:6]([N:8]1[CH2:25][CH2:24][C:11]2([N:15]([C:16]3[CH:21]=[CH:20][CH:19]=[CH:18][C:17]=3[CH3:22])[C:14](=[O:23])[NH:13][CH2:12]2)[CH2:10][CH2:9]1)=[O:7].[CH3:35][N:36]([CH3:41])[CH2:37][CH2:38][CH2:39]Cl, predict the reaction product. The product is: [F:34][C:2]([F:1])([F:33])[C:3]1[CH:4]=[C:5]([CH:26]=[C:27]([C:29]([F:32])([F:31])[F:30])[CH:28]=1)[C:6]([N:8]1[CH2:25][CH2:24][C:11]2([N:15]([C:16]3[CH:21]=[CH:20][CH:19]=[CH:18][C:17]=3[CH3:22])[C:14](=[O:23])[N:13]([CH2:39][CH2:38][CH2:37][N:36]([CH3:41])[CH3:35])[CH2:12]2)[CH2:10][CH2:9]1)=[O:7]. (2) Given the reactants [CH:1]1([NH:4][C:5](=[O:26])[C:6]2[CH:11]=[CH:10][C:9]([CH3:12])=[C:8]([NH:13][C:14]3[CH:15]=[C:16]4[C:20](=[CH:21][CH:22]=3)[C:19](=[O:23])[C:18]([CH3:25])([CH3:24])[CH2:17]4)[CH:7]=2)[CH2:3][CH2:2]1.[H-].[Na+].C1OCCOCCOCCOCCOC1.[O:44]1[CH2:49][CH2:48][CH2:47][CH2:46][CH:45]1[O:50][CH2:51][CH2:52][CH2:53]Br, predict the reaction product. The product is: [CH:1]1([NH:4][C:5](=[O:26])[C:6]2[CH:11]=[CH:10][C:9]([CH3:12])=[C:8]([N:13]([C:14]3[CH:15]=[C:16]4[C:20](=[CH:21][CH:22]=3)[C:19](=[O:23])[C:18]([CH3:24])([CH3:25])[CH2:17]4)[CH2:53][CH2:52][CH2:51][O:50][CH:45]3[CH2:46][CH2:47][CH2:48][CH2:49][O:44]3)[CH:7]=2)[CH2:2][CH2:3]1. (3) Given the reactants [Cl:1][C:2]1[CH:3]=[CH:4][C:5]([OH:17])=[C:6]([CH2:8][C:9]2[S:10][CH:11]=[C:12]([C:14]([OH:16])=[O:15])[N:13]=2)[CH:7]=1.S(=O)(=O)(O)O.[CH2:23](O)[CH3:24], predict the reaction product. The product is: [Cl:1][C:2]1[CH:3]=[CH:4][C:5]([OH:17])=[C:6]([CH2:8][C:9]2[S:10][CH:11]=[C:12]([C:14]([O:16][CH2:23][CH3:24])=[O:15])[N:13]=2)[CH:7]=1. (4) Given the reactants Br[C:2]1[CH:7]=[CH:6][CH:5]=[C:4]([Br:8])[CH:3]=1.[Li][CH2:10][CH2:11][CH2:12]C.[CH2:14]1[CH2:18][O:17][CH2:16][CH2:15]1, predict the reaction product. The product is: [Br:8][C:4]1[CH:3]=[C:2]([C:18]2([OH:17])[CH2:14][CH2:15][CH2:16][CH2:12][CH2:11][CH2:10]2)[CH:7]=[CH:6][CH:5]=1. (5) The product is: [OH:37][C:23]1[CH:24]=[C:25]([C:2]2[CH:3]=[CH:4][C:5]3[N:6]([C:8]([C:11]4[CH:16]=[CH:15][C:14]([CH3:17])=[CH:13][C:12]=4[O:18][CH3:19])=[N:9][N:10]=3)[CH:7]=2)[CH:26]=[CH:27][C:22]=1[O:21][CH3:20]. Given the reactants Cl[C:2]1[CH:3]=[CH:4][C:5]2[N:6]([C:8]([C:11]3[CH:16]=[CH:15][C:14]([CH3:17])=[CH:13][C:12]=3[O:18][CH3:19])=[N:9][N:10]=2)[CH:7]=1.[CH3:20][O:21][C:22]1[CH:27]=[CH:26][C:25](B2OC(C)(C)C(C)(C)O2)=[CH:24][C:23]=1[OH:37], predict the reaction product. (6) The product is: [F:9][C:3]1[C:4]([F:8])=[CH:5][CH:6]=[CH:7][C:2]=1[C:13]#[C:12][CH2:11][CH2:10][OH:14]. Given the reactants Br[C:2]1[CH:7]=[CH:6][CH:5]=[C:4]([F:8])[C:3]=1[F:9].[CH2:10]([OH:14])[CH2:11][C:12]#[CH:13], predict the reaction product.